Dataset: Reaction yield outcomes from USPTO patents with 853,638 reactions. Task: Predict the reaction yield, written as a fraction of the theoretical maximum amount of product (1.0 means a 100% yield; for example, 0.34 means a 34% yield). (1) The reactants are [BH4-].[Li+].[C:3]([C:5]1[CH:14]=[CH:13][C:8]([C:9](OC)=[O:10])=[C:7]([CH:15]([CH3:17])[CH3:16])[CH:6]=1)#[N:4]. The catalyst is O1CCCC1. The product is [OH:10][CH2:9][C:8]1[CH:13]=[CH:14][C:5]([C:3]#[N:4])=[CH:6][C:7]=1[CH:15]([CH3:17])[CH3:16]. The yield is 0.760. (2) The reactants are [B:10]1([B:10]2[O:14][C:13]([CH3:16])([CH3:15])[C:12]([CH3:18])([CH3:17])[O:11]2)[O:14][C:13]([CH3:16])([CH3:15])[C:12]([CH3:18])([CH3:17])[O:11]1.C([O-])(=O)C.[Na+].Br[C:25]1[CH:26]=[C:27]2[C:33]([C:34]3[CH:39]=[CH:38][CH:37]=[CH:36][C:35]=3[O:40][CH3:41])=[N:32][N:31]([CH2:42][O:43][CH2:44][CH2:45][Si:46]([CH3:49])([CH3:48])[CH3:47])[C:28]2=[N:29][CH:30]=1. The catalyst is CN(C=O)C. The product is [CH3:41][O:40][C:35]1[CH:36]=[CH:37][CH:38]=[CH:39][C:34]=1[C:33]1[C:27]2[C:28](=[N:29][CH:30]=[C:25]([B:10]3[O:11][C:12]([CH3:17])([CH3:18])[C:13]([CH3:15])([CH3:16])[O:14]3)[CH:26]=2)[N:31]([CH2:42][O:43][CH2:44][CH2:45][Si:46]([CH3:47])([CH3:49])[CH3:48])[N:32]=1. The yield is 1.23.